From a dataset of Forward reaction prediction with 1.9M reactions from USPTO patents (1976-2016). Predict the product of the given reaction. (1) Given the reactants [S:1]1[C:5]2[CH:6]=[CH:7][CH:8]=[CH:9][C:4]=2[C:3]([C@H:10]2[CH2:15][CH2:14][C@H:13]([C:16]3[N:25]4[C:19]([CH2:20][NH:21][CH2:22][C:23]5[CH:29]=[C:28]([Cl:30])[CH:27]=[CH:26][C:24]=54)=[N:18][N:17]=3)[CH2:12][CH2:11]2)=[N:2]1.C(=O)([O-])[O-].[Cs+].[Cs+].Cl.[CH3:38][NH:39][CH2:40][CH2:41]Cl, predict the reaction product. The product is: [S:1]1[C:5]2[CH:6]=[CH:7][CH:8]=[CH:9][C:4]=2[C:3]([C@H:10]2[CH2:15][CH2:14][C@H:13]([C:16]3[N:25]4[C:19]([CH2:20][N:21]([CH2:41][CH2:40][NH:39][CH3:38])[CH2:22][C:23]5[CH:29]=[C:28]([Cl:30])[CH:27]=[CH:26][C:24]=54)=[N:18][N:17]=3)[CH2:12][CH2:11]2)=[N:2]1. (2) Given the reactants [I-].[CH3:2][P+](C1C=CC=CC=1)(C1C=CC=CC=1)C1C=CC=CC=1.CC(C)([O-])C.[K+].[CH:28]([S:31][C:32]1[CH:37]=[CH:36][CH:35]=[CH:34][C:33]=1[CH:38]=O)([CH3:30])[CH3:29].C(=O)(O)[O-].[Na+], predict the reaction product. The product is: [CH:28]([S:31][C:32]1[CH:37]=[CH:36][CH:35]=[CH:34][C:33]=1[CH:38]=[CH2:2])([CH3:30])[CH3:29]. (3) Given the reactants Cl[C:2]1[C:11]2[C:6](=[CH:7][CH:8]=[C:9]([C:12]3[CH:17]=[CH:16][C:15]([F:18])=[CH:14][CH:13]=3)[CH:10]=2)[N:5]=[CH:4][N:3]=1.[CH2:19]([NH2:24])[CH2:20][CH:21]([CH3:23])[CH3:22], predict the reaction product. The product is: [CH2:19]([NH:24][C:2]1[C:11]2[C:6](=[CH:7][CH:8]=[C:9]([C:12]3[CH:17]=[CH:16][C:15]([F:18])=[CH:14][CH:13]=3)[CH:10]=2)[N:5]=[CH:4][N:3]=1)[CH2:20][CH:21]([CH3:23])[CH3:22].